From a dataset of Forward reaction prediction with 1.9M reactions from USPTO patents (1976-2016). Predict the product of the given reaction. Given the reactants [OH:1][CH2:2][CH2:3][CH2:4][CH2:5][CH2:6][CH2:7][CH2:8][CH2:9][CH2:10][CH2:11][CH2:12][O:13][C:14]1[CH:19]=[CH:18][C:17]([CH2:20][C:21]#[N:22])=[CH:16][CH:15]=1.[CH2:23]1[O:33][C:32]2[CH:31]=[CH:30][C:27]([CH:28]=O)=[CH:26][C:25]=2[O:24]1, predict the reaction product. The product is: [O:33]1[C:32]2[CH:31]=[CH:30][C:27](/[CH:28]=[C:20](/[C:17]3[CH:16]=[CH:15][C:14]([O:13][CH2:12][CH2:11][CH2:10][CH2:9][CH2:8][CH2:7][CH2:6][CH2:5][CH2:4][CH2:3][CH2:2][OH:1])=[CH:19][CH:18]=3)\[C:21]#[N:22])=[CH:26][C:25]=2[O:24][CH2:23]1.